This data is from Reaction yield outcomes from USPTO patents with 853,638 reactions. The task is: Predict the reaction yield, written as a fraction of the theoretical maximum amount of product (1.0 means a 100% yield; for example, 0.34 means a 34% yield). (1) The reactants are [Cl:1][C:2]1[S:3][C:4]([Cl:21])=[CH:5][C:6]=1[S:7]([NH:10][C:11]1[CH:19]=[CH:18][C:14]([C:15]([OH:17])=[O:16])=[C:13]([OH:20])[CH:12]=1)(=[O:9])=[O:8].N1C=CC=CC=1.C(N1C=CN=C1)(N1C=CN=C1)=O.[CH2:40]([OH:46])[CH2:41][O:42][CH2:43][CH2:44]O.C(O)(C(F)(F)F)=O. The catalyst is CC#N.O.CO. The product is [Cl:1][C:2]1[S:3][C:4]([Cl:21])=[CH:5][C:6]=1[S:7]([NH:10][C:11]1[CH:19]=[CH:18][C:14]([C:15]([O:17][CH2:44][CH2:43][O:42][CH2:41][CH2:40][OH:46])=[O:16])=[C:13]([OH:20])[CH:12]=1)(=[O:9])=[O:8]. The yield is 0.250. (2) The reactants are [C:1](Cl)(=O)[O:2]C(Cl)(Cl)Cl.[NH2:9][C:10]1[CH:18]=[CH:17][CH:16]=[C:15]([CH3:19])[C:11]=1[C:12]([OH:14])=[O:13].C(OCC)C. The catalyst is O1CCOCC1. The product is [CH3:19][C:15]1[C:11]2[C:12](=[O:14])[O:13][C:1](=[O:2])[NH:9][C:10]=2[CH:18]=[CH:17][CH:16]=1. The yield is 0.560. (3) The product is [CH3:1][C:2]1[NH:7][C:6](=[O:8])[C:5]2[CH:9]=[C:10]([CH3:11])[O:12][C:4]=2[N:3]=1. The reactants are [CH3:1][C:2]1[N:7]=[C:6]([OH:8])[C:5]([CH2:9][C:10]#[CH:11])=[C:4]([OH:12])[N:3]=1.OS(O)(=O)=O. No catalyst specified. The yield is 0.830. (4) The reactants are C[O:2][C:3](=[O:39])[CH:4]=[CH:5][C:6]1[CH:11]=[CH:10][C:9]([N:12]([CH2:25][C:26]2[CH:31]=[CH:30][CH:29]=[C:28]([O:32][CH:33]3[CH2:38][CH2:37][CH2:36][CH2:35][O:34]3)[CH:27]=2)[S:13]([C:16]2[C:21]([CH3:22])=[CH:20][C:19]([CH3:23])=[CH:18][C:17]=2[CH3:24])(=[O:15])=[O:14])=[CH:8][CH:7]=1.[OH-].[Na+].Cl.C(OCC)(=O)C. The catalyst is O1CCCC1.O. The product is [O:34]1[CH2:35][CH2:36][CH2:37][CH2:38][CH:33]1[O:32][C:28]1[CH:27]=[C:26]([CH:31]=[CH:30][CH:29]=1)[CH2:25][N:12]([S:13]([C:16]1[C:21]([CH3:22])=[CH:20][C:19]([CH3:23])=[CH:18][C:17]=1[CH3:24])(=[O:15])=[O:14])[C:9]1[CH:8]=[CH:7][C:6]([CH:5]=[CH:4][C:3]([OH:39])=[O:2])=[CH:11][CH:10]=1. The yield is 0.980. (5) The reactants are [NH2:1][C:2]1[C:10]([C:11]#[N:12])=[CH:9][C:5](C(O)=O)=[C:4]([OH:13])[C:3]=1[CH3:14].[OH-].[Na+]. The catalyst is N1C2C(=CC=CC=2)C=CC=1. The product is [NH2:1][C:2]1[C:3]([CH3:14])=[C:4]([OH:13])[CH:5]=[CH:9][C:10]=1[C:11]#[N:12]. The yield is 0.820. (6) The reactants are [NH2:1][C:2]1[CH:3]=[C:4]([CH3:9])[C:5](Cl)=[N:6][CH:7]=1.C([O-])([O-])=O.[Na+].[Na+].[C:16]([C:18]1[CH:23]=[CH:22][C:21](B(O)O)=[CH:20][CH:19]=1)#[N:17]. The catalyst is COCCOC.O.C1C=CC([P]([Pd]([P](C2C=CC=CC=2)(C2C=CC=CC=2)C2C=CC=CC=2)([P](C2C=CC=CC=2)(C2C=CC=CC=2)C2C=CC=CC=2)[P](C2C=CC=CC=2)(C2C=CC=CC=2)C2C=CC=CC=2)(C2C=CC=CC=2)C2C=CC=CC=2)=CC=1. The product is [NH2:1][C:2]1[CH:3]=[C:4]([CH3:9])[C:5]([C:21]2[CH:22]=[CH:23][C:18]([C:16]#[N:17])=[CH:19][CH:20]=2)=[N:6][CH:7]=1. The yield is 0.170. (7) The reactants are [C:1]1([Mg]Br)[CH:6]=[CH:5][CH:4]=[CH:3][CH:2]=1.[C:9]([C:12](=[C:17]([CH3:19])[CH3:18])[C:13]([O:15][CH3:16])=[O:14])(=[O:11])[CH3:10].[NH4+].[Cl-]. The catalyst is CCOCC.[Cu]I. The product is [C:9]([CH:12]([C:17]([CH3:19])([C:1]1[CH:6]=[CH:5][CH:4]=[CH:3][CH:2]=1)[CH3:18])[C:13]([O:15][CH3:16])=[O:14])(=[O:11])[CH3:10]. The yield is 0.670. (8) The reactants are [CH3:1]C(C)([O-])C.[K+].CC(C)([O-])C.[CH3:12][CH:13]([C:19]([CH3:21])=[O:20])[C:14]([O:16][CH2:17][CH3:18])=[O:15].[CH2:22]([O:24][C:25](=[O:32])[CH2:26][CH2:27][CH2:28][CH2:29]CBr)[CH3:23]. The catalyst is C(O)(C)(C)C. The product is [C:19]([C:13]([CH3:1])([CH2:12][CH2:29][CH2:28][CH2:27][CH2:26][C:25]([O:24][CH2:22][CH3:23])=[O:32])[C:14]([O:16][CH2:17][CH3:18])=[O:15])(=[O:20])[CH3:21]. The yield is 0.750. (9) The reactants are [Br:1][C:2]1[CH:7]=[CH:6][CH:5]=[C:4]([C:8]([C:10]2[N:15]=[C:14]([O:16][CH3:17])[N:13]=[C:12]([O:18][CH3:19])[N:11]=2)=[O:9])[C:3]=1[NH:20][S:21]([CH:24]([F:26])[F:25])(=[O:23])=[O:22].[C:27](=O)([O-])[O-].[K+].[K+].IC.C(OCC)(=O)C. The catalyst is CN(C)C=O.O. The product is [Br:1][C:2]1[CH:7]=[CH:6][CH:5]=[C:4]([C:8]([C:10]2[N:15]=[C:14]([O:16][CH3:17])[N:13]=[C:12]([O:18][CH3:19])[N:11]=2)=[O:9])[C:3]=1[N:20]([CH3:27])[S:21]([CH:24]([F:26])[F:25])(=[O:22])=[O:23]. The yield is 0.404. (10) The reactants are [OH:1][CH2:2][CH2:3][CH2:4][C:5]1[C:13]2[C:8](=[CH:9][CH:10]=[C:11]([CH2:14][S:15]([NH:18][CH3:19])(=[O:17])=[O:16])[CH:12]=2)[NH:7][C:6]=1[Si](C)(C)C.FC(F)(F)C(O)=O.C(OCC)(=O)C. The catalyst is C(Cl)Cl. The product is [OH:1][CH2:2][CH2:3][CH2:4][C:5]1[C:13]2[C:8](=[CH:9][CH:10]=[C:11]([CH2:14][S:15]([NH:18][CH3:19])(=[O:16])=[O:17])[CH:12]=2)[NH:7][CH:6]=1. The yield is 0.950.